Dataset: Reaction yield outcomes from USPTO patents with 853,638 reactions. Task: Predict the reaction yield, written as a fraction of the theoretical maximum amount of product (1.0 means a 100% yield; for example, 0.34 means a 34% yield). (1) The reactants are [CH3:1][C:2]([CH3:7])([CH3:6])[C:3](Cl)=[O:4].[Br:8][C:9]1[CH:15]=[CH:14][C:12]([NH2:13])=[CH:11][C:10]=1[N+:16]([O-:18])=[O:17].CCN(CC)CC. The catalyst is C(Cl)Cl. The product is [Br:8][C:9]1[CH:15]=[CH:14][C:12]([NH:13][C:3](=[O:4])[C:2]([CH3:7])([CH3:6])[CH3:1])=[CH:11][C:10]=1[N+:16]([O-:18])=[O:17]. The yield is 0.940. (2) The reactants are Cl[C:2]1[N:7]=[CH:6][C:5]([CH2:8][C:9]2[C:17]3[C:12](=[N:13][CH:14]=[CH:15][CH:16]=3)[N:11]([Si:18]([CH:25]([CH3:27])[CH3:26])([CH:22]([CH3:24])[CH3:23])[CH:19]([CH3:21])[CH3:20])[CH:10]=2)=[CH:4][CH:3]=1.[CH:28]([Mg]Cl)([CH3:30])[CH3:29].O. The catalyst is O1CCCC1.Cl[Pd]Cl.C1(P(C2C=CC=CC=2)[C-]2C=CC=C2)C=CC=CC=1.[C-]1(P(C2C=CC=CC=2)C2C=CC=CC=2)C=CC=C1.[Fe+2]. The product is [CH:28]([C:2]1[N:7]=[CH:6][C:5]([CH2:8][C:9]2[C:17]3[C:12](=[N:13][CH:14]=[CH:15][CH:16]=3)[N:11]([Si:18]([CH:25]([CH3:27])[CH3:26])([CH:22]([CH3:24])[CH3:23])[CH:19]([CH3:20])[CH3:21])[CH:10]=2)=[CH:4][CH:3]=1)([CH3:30])[CH3:29]. The yield is 0.704.